Task: Regression. Given two drug SMILES strings and cell line genomic features, predict the synergy score measuring deviation from expected non-interaction effect.. Dataset: NCI-60 drug combinations with 297,098 pairs across 59 cell lines (1) Synergy scores: CSS=31.3, Synergy_ZIP=-4.28, Synergy_Bliss=-1.07, Synergy_Loewe=-2.88, Synergy_HSA=1.76. Cell line: A498. Drug 2: C1CCC(C(C1)N)N.C(=O)(C(=O)[O-])[O-].[Pt+4]. Drug 1: C1=CN(C=N1)CC(O)(P(=O)(O)O)P(=O)(O)O. (2) Drug 1: CN(CCCl)CCCl.Cl. Drug 2: CS(=O)(=O)OCCCCOS(=O)(=O)C. Cell line: DU-145. Synergy scores: CSS=19.1, Synergy_ZIP=1.79, Synergy_Bliss=2.85, Synergy_Loewe=-23.4, Synergy_HSA=-1.58. (3) Drug 1: C1=CC(=C2C(=C1NCCNCCO)C(=O)C3=C(C=CC(=C3C2=O)O)O)NCCNCCO. Drug 2: CC1=C(C(=CC=C1)Cl)NC(=O)C2=CN=C(S2)NC3=CC(=NC(=N3)C)N4CCN(CC4)CCO. Cell line: SK-MEL-5. Synergy scores: CSS=17.4, Synergy_ZIP=3.72, Synergy_Bliss=7.87, Synergy_Loewe=-10.9, Synergy_HSA=0.187. (4) Cell line: IGROV1. Synergy scores: CSS=15.0, Synergy_ZIP=2.57, Synergy_Bliss=5.43, Synergy_Loewe=4.81, Synergy_HSA=4.83. Drug 1: CC(C1=C(C=CC(=C1Cl)F)Cl)OC2=C(N=CC(=C2)C3=CN(N=C3)C4CCNCC4)N. Drug 2: C1=CC=C(C=C1)NC(=O)CCCCCCC(=O)NO. (5) Drug 1: CC1=CC=C(C=C1)C2=CC(=NN2C3=CC=C(C=C3)S(=O)(=O)N)C(F)(F)F. Drug 2: C1C(C(OC1N2C=NC(=NC2=O)N)CO)O. Cell line: OVCAR-4. Synergy scores: CSS=18.8, Synergy_ZIP=-2.64, Synergy_Bliss=-0.388, Synergy_Loewe=5.43, Synergy_HSA=5.83. (6) Drug 1: CN1CCC(CC1)COC2=C(C=C3C(=C2)N=CN=C3NC4=C(C=C(C=C4)Br)F)OC. Drug 2: CC1C(C(CC(O1)OC2CC(CC3=C2C(=C4C(=C3O)C(=O)C5=CC=CC=C5C4=O)O)(C(=O)C)O)N)O. Cell line: SF-295. Synergy scores: CSS=36.7, Synergy_ZIP=0.316, Synergy_Bliss=0.475, Synergy_Loewe=-16.6, Synergy_HSA=0.948. (7) Drug 1: CC1=C2C(C(=O)C3(C(CC4C(C3C(C(C2(C)C)(CC1OC(=O)C(C(C5=CC=CC=C5)NC(=O)OC(C)(C)C)O)O)OC(=O)C6=CC=CC=C6)(CO4)OC(=O)C)OC)C)OC. Drug 2: C1C(C(OC1N2C=NC3=C2NC=NCC3O)CO)O. Cell line: SN12C. Synergy scores: CSS=49.4, Synergy_ZIP=5.66, Synergy_Bliss=5.68, Synergy_Loewe=-1.52, Synergy_HSA=7.59. (8) Drug 1: CCCCCOC(=O)NC1=NC(=O)N(C=C1F)C2C(C(C(O2)C)O)O. Drug 2: CC1=C2C(C(=O)C3(C(CC4C(C3C(C(C2(C)C)(CC1OC(=O)C(C(C5=CC=CC=C5)NC(=O)OC(C)(C)C)O)O)OC(=O)C6=CC=CC=C6)(CO4)OC(=O)C)O)C)O. Cell line: UACC-257. Synergy scores: CSS=-2.24, Synergy_ZIP=1.76, Synergy_Bliss=1.26, Synergy_Loewe=-3.87, Synergy_HSA=-2.68. (9) Drug 1: C1=NC2=C(N1)C(=S)N=C(N2)N. Drug 2: C#CCC(CC1=CN=C2C(=N1)C(=NC(=N2)N)N)C3=CC=C(C=C3)C(=O)NC(CCC(=O)O)C(=O)O. Cell line: ACHN. Synergy scores: CSS=48.5, Synergy_ZIP=-2.95, Synergy_Bliss=-2.38, Synergy_Loewe=-2.08, Synergy_HSA=-2.22. (10) Drug 1: CC1=CC2C(CCC3(C2CCC3(C(=O)C)OC(=O)C)C)C4(C1=CC(=O)CC4)C. Drug 2: CCN(CC)CCNC(=O)C1=C(NC(=C1C)C=C2C3=C(C=CC(=C3)F)NC2=O)C. Cell line: IGROV1. Synergy scores: CSS=5.06, Synergy_ZIP=0.584, Synergy_Bliss=6.18, Synergy_Loewe=1.33, Synergy_HSA=4.36.